This data is from NCI-60 drug combinations with 297,098 pairs across 59 cell lines. The task is: Regression. Given two drug SMILES strings and cell line genomic features, predict the synergy score measuring deviation from expected non-interaction effect. (1) Drug 1: C1CN1P(=S)(N2CC2)N3CC3. Drug 2: CCC(=C(C1=CC=CC=C1)C2=CC=C(C=C2)OCCN(C)C)C3=CC=CC=C3.C(C(=O)O)C(CC(=O)O)(C(=O)O)O. Cell line: SF-268. Synergy scores: CSS=9.74, Synergy_ZIP=0.981, Synergy_Bliss=12.7, Synergy_Loewe=1.45, Synergy_HSA=7.59. (2) Drug 1: CC1=C2C(C(=O)C3(C(CC4C(C3C(C(C2(C)C)(CC1OC(=O)C(C(C5=CC=CC=C5)NC(=O)OC(C)(C)C)O)O)OC(=O)C6=CC=CC=C6)(CO4)OC(=O)C)OC)C)OC. Drug 2: CS(=O)(=O)CCNCC1=CC=C(O1)C2=CC3=C(C=C2)N=CN=C3NC4=CC(=C(C=C4)OCC5=CC(=CC=C5)F)Cl. Cell line: NCI-H322M. Synergy scores: CSS=58.4, Synergy_ZIP=3.11, Synergy_Bliss=3.61, Synergy_Loewe=-2.14, Synergy_HSA=7.81. (3) Drug 1: CCC1(CC2CC(C3=C(CCN(C2)C1)C4=CC=CC=C4N3)(C5=C(C=C6C(=C5)C78CCN9C7C(C=CC9)(C(C(C8N6C=O)(C(=O)OC)O)OC(=O)C)CC)OC)C(=O)OC)O.OS(=O)(=O)O. Drug 2: CC1C(C(CC(O1)OC2CC(OC(C2O)C)OC3=CC4=CC5=C(C(=O)C(C(C5)C(C(=O)C(C(C)O)O)OC)OC6CC(C(C(O6)C)O)OC7CC(C(C(O7)C)O)OC8CC(C(C(O8)C)O)(C)O)C(=C4C(=C3C)O)O)O)O. Cell line: SN12C. Synergy scores: CSS=35.0, Synergy_ZIP=1.94, Synergy_Bliss=2.28, Synergy_Loewe=-2.64, Synergy_HSA=-2.36. (4) Drug 1: CC12CCC3C(C1CCC2O)C(CC4=C3C=CC(=C4)O)CCCCCCCCCS(=O)CCCC(C(F)(F)F)(F)F. Drug 2: C1CNP(=O)(OC1)N(CCCl)CCCl. Cell line: NCIH23. Synergy scores: CSS=3.50, Synergy_ZIP=-0.510, Synergy_Bliss=1.94, Synergy_Loewe=3.60, Synergy_HSA=1.08. (5) Cell line: UO-31. Synergy scores: CSS=31.1, Synergy_ZIP=1.70, Synergy_Bliss=2.27, Synergy_Loewe=-3.63, Synergy_HSA=2.19. Drug 2: C1=NC2=C(N1)C(=S)N=C(N2)N. Drug 1: CNC(=O)C1=CC=CC=C1SC2=CC3=C(C=C2)C(=NN3)C=CC4=CC=CC=N4. (6) Drug 1: C1CCC(CC1)NC(=O)N(CCCl)N=O. Drug 2: COCCOC1=C(C=C2C(=C1)C(=NC=N2)NC3=CC=CC(=C3)C#C)OCCOC.Cl. Cell line: T-47D. Synergy scores: CSS=12.1, Synergy_ZIP=-1.55, Synergy_Bliss=2.93, Synergy_Loewe=3.19, Synergy_HSA=3.64. (7) Drug 1: CC12CCC3C(C1CCC2=O)CC(=C)C4=CC(=O)C=CC34C. Drug 2: C1=CC(=CC=C1C#N)C(C2=CC=C(C=C2)C#N)N3C=NC=N3. Cell line: MCF7. Synergy scores: CSS=0.169, Synergy_ZIP=-6.81, Synergy_Bliss=-3.87, Synergy_Loewe=-3.49, Synergy_HSA=-4.67. (8) Drug 1: CCC1=CC2CC(C3=C(CN(C2)C1)C4=CC=CC=C4N3)(C5=C(C=C6C(=C5)C78CCN9C7C(C=CC9)(C(C(C8N6C)(C(=O)OC)O)OC(=O)C)CC)OC)C(=O)OC.C(C(C(=O)O)O)(C(=O)O)O. Drug 2: C1=CC(=C2C(=C1NCCNCCO)C(=O)C3=C(C=CC(=C3C2=O)O)O)NCCNCCO. Cell line: HOP-62. Synergy scores: CSS=65.6, Synergy_ZIP=6.66, Synergy_Bliss=5.87, Synergy_Loewe=-2.12, Synergy_HSA=9.48.